Dataset: NCI-60 drug combinations with 297,098 pairs across 59 cell lines. Task: Regression. Given two drug SMILES strings and cell line genomic features, predict the synergy score measuring deviation from expected non-interaction effect. (1) Drug 1: C1=CC(=C2C(=C1NCCNCCO)C(=O)C3=C(C=CC(=C3C2=O)O)O)NCCNCCO. Drug 2: C1=NC2=C(N=C(N=C2N1C3C(C(C(O3)CO)O)O)F)N. Cell line: HOP-92. Synergy scores: CSS=39.4, Synergy_ZIP=0.760, Synergy_Bliss=2.03, Synergy_Loewe=-14.0, Synergy_HSA=3.63. (2) Drug 1: CC(C1=C(C=CC(=C1Cl)F)Cl)OC2=C(N=CC(=C2)C3=CN(N=C3)C4CCNCC4)N. Drug 2: CC1=CC2C(CCC3(C2CCC3(C(=O)C)OC(=O)C)C)C4(C1=CC(=O)CC4)C. Cell line: HOP-92. Synergy scores: CSS=-4.62, Synergy_ZIP=1.20, Synergy_Bliss=-4.18, Synergy_Loewe=-20.6, Synergy_HSA=-12.4. (3) Drug 1: CC1C(C(=O)NC(C(=O)N2CCCC2C(=O)N(CC(=O)N(C(C(=O)O1)C(C)C)C)C)C(C)C)NC(=O)C3=C4C(=C(C=C3)C)OC5=C(C(=O)C(=C(C5=N4)C(=O)NC6C(OC(=O)C(N(C(=O)CN(C(=O)C7CCCN7C(=O)C(NC6=O)C(C)C)C)C)C(C)C)C)N)C. Drug 2: C#CCC(CC1=CN=C2C(=N1)C(=NC(=N2)N)N)C3=CC=C(C=C3)C(=O)NC(CCC(=O)O)C(=O)O. Cell line: RPMI-8226. Synergy scores: CSS=69.7, Synergy_ZIP=1.18, Synergy_Bliss=-2.14, Synergy_Loewe=-10.1, Synergy_HSA=-1.55. (4) Drug 1: C1=CC(=CC=C1CCC2=CNC3=C2C(=O)NC(=N3)N)C(=O)NC(CCC(=O)O)C(=O)O. Drug 2: C1=CC(=C2C(=C1NCCNCCO)C(=O)C3=C(C=CC(=C3C2=O)O)O)NCCNCCO. Cell line: NCI/ADR-RES. Synergy scores: CSS=19.1, Synergy_ZIP=-5.33, Synergy_Bliss=1.59, Synergy_Loewe=2.69, Synergy_HSA=4.24.